This data is from Forward reaction prediction with 1.9M reactions from USPTO patents (1976-2016). The task is: Predict the product of the given reaction. The product is: [F:1][C:2]1[CH:3]=[CH:4][C:5]([N:8]2[C:16]3[C:11](=[CH:12][C:13]([CH:17]([C:25]4[CH:26]=[CH:27][CH:28]=[CH:29][CH:30]=4)[C:18]([CH3:24])([CH3:23])[C:19]([OH:21])=[O:20])=[CH:14][CH:15]=3)[CH:10]=[N:9]2)=[CH:6][CH:7]=1. Given the reactants [F:1][C:2]1[CH:7]=[CH:6][C:5]([N:8]2[C:16]3[C:11](=[CH:12][C:13]([CH:17]([C:25]4[CH:30]=[CH:29][CH:28]=[CH:27][CH:26]=4)[C:18]([CH3:24])([CH3:23])[C:19]([O:21]C)=[O:20])=[CH:14][CH:15]=3)[CH:10]=[N:9]2)=[CH:4][CH:3]=1.Cl, predict the reaction product.